This data is from Retrosynthesis with 50K atom-mapped reactions and 10 reaction types from USPTO. The task is: Predict the reactants needed to synthesize the given product. (1) Given the product CCOC(=O)c1ccc(N)nc1, predict the reactants needed to synthesize it. The reactants are: CCI.Nc1ccc(C(=O)O)cn1. (2) Given the product CCCCC(CC)COC(=O)CNC(=O)c1ccccc1, predict the reactants needed to synthesize it. The reactants are: CCCCC(CC)CO.O=C(O)CNC(=O)c1ccccc1. (3) Given the product COC(=O)c1cccc([N+](=O)[O-])c1NC(=O)C(F)(F)F, predict the reactants needed to synthesize it. The reactants are: COC(=O)c1cccc([N+](=O)[O-])c1N.O=C(OC(=O)C(F)(F)F)C(F)(F)F. (4) The reactants are: COC(=O)c1ccccc1NC(=O)N1CCNCC1.Clc1cnc2ccccc2n1. Given the product COC(=O)c1ccccc1NC(=O)N1CCN(c2cnc3ccccc3n2)CC1, predict the reactants needed to synthesize it. (5) Given the product C[C@H]1CCC[C@@H](C)N1Cc1ccc(-c2cnc3[nH]c4cnc(Br)cc4c3c2)cc1, predict the reactants needed to synthesize it. The reactants are: Brc1cc2c(cn1)[nH]c1ncc(I)cc12.C[C@H]1CCC[C@@H](C)N1Cc1ccc(B2OC(C)(C)C(C)(C)O2)cc1. (6) Given the product CC(=O)Nc1ccc2c(c1)OC(F)(F)O2, predict the reactants needed to synthesize it. The reactants are: CC(=O)OC(C)=O.Nc1ccc2c(c1)OC(F)(F)O2. (7) Given the product CCOC(=O)n1nc(NC(=O)c2ccc(F)cc2)c2c1C(C)(C)N(C(=O)OC(C)(C)C)C2, predict the reactants needed to synthesize it. The reactants are: CCOC(=O)n1nc(N)c2c1C(C)(C)N(C(=O)OC(C)(C)C)C2.O=C(Cl)c1ccc(F)cc1.